From a dataset of Full USPTO retrosynthesis dataset with 1.9M reactions from patents (1976-2016). Predict the reactants needed to synthesize the given product. (1) Given the product [CH2:21]([O:23][C:24]1[CH:25]=[C:26]([C:33](=[O:39])[CH2:34][CH2:35][C:36]([NH:1][C:2]2[CH:3]=[CH:4][C:5]([CH2:14][CH2:15][C:16]([O:18][CH2:19][CH3:20])=[O:17])=[C:6]([C:8]3[CH:13]=[CH:12][CH:11]=[CH:10][CH:9]=3)[CH:7]=2)=[O:37])[CH:27]=[CH:28][C:29]=1[O:30][CH2:31][CH3:32])[CH3:22], predict the reactants needed to synthesize it. The reactants are: [NH2:1][C:2]1[CH:3]=[CH:4][C:5]([CH2:14][CH2:15][C:16]([O:18][CH2:19][CH3:20])=[O:17])=[C:6]([C:8]2[CH:13]=[CH:12][CH:11]=[CH:10][CH:9]=2)[CH:7]=1.[CH2:21]([O:23][C:24]1[CH:25]=[C:26]([C:33](=[O:39])[CH2:34][CH2:35][C:36](O)=[O:37])[CH:27]=[CH:28][C:29]=1[O:30][CH2:31][CH3:32])[CH3:22].C(OC1C=CC=CC=1OCC)C.C1C=CC2N(O)N=NC=2C=1.CCN=C=NCCCN(C)C. (2) Given the product [C:6]1([C:1]2[O:13][N:12]=[C:15]([C:16]([OH:18])=[O:17])[C:2]=2[CH2:3][CH2:4][CH3:5])[CH:7]=[CH:8][CH:9]=[CH:10][CH:11]=1, predict the reactants needed to synthesize it. The reactants are: [C:1]([C:6]1[CH:11]=[CH:10][CH:9]=[CH:8][CH:7]=1)#[C:2][CH2:3][CH2:4][CH3:5].[N+:12]([CH:15](C(OCC)=O)[C:16]([O:18]CC)=[O:17])([O-])=[O:13]. (3) The reactants are: ClC(Cl)(Cl)[C:3]([C:5]1[N:14]2[C:8]([CH2:9][N:10]([C:19]([C:21]3[CH:26]=[CH:25][C:24]([C:27]4[CH:32]=[CH:31][CH:30]=[CH:29][C:28]=4[CH3:33])=[C:23]([CH3:34])[CH:22]=3)=[O:20])[C:11]3[CH:18]=[CH:17][CH:16]=[CH:15][C:12]=3[CH2:13]2)=[CH:7][CH:6]=1)=[O:4].[CH3:37][C:38]1[CH:45]=[C:44]([CH3:46])[CH:43]=[CH:42][C:39]=1[CH2:40][NH2:41]. Given the product [CH3:37][C:38]1[CH:45]=[C:44]([CH3:46])[CH:43]=[CH:42][C:39]=1[CH2:40][NH:41][C:3]([C:5]1[N:14]2[C:8]([CH2:9][N:10]([C:19]([C:21]3[CH:26]=[CH:25][C:24]([C:27]4[CH:32]=[CH:31][CH:30]=[CH:29][C:28]=4[CH3:33])=[C:23]([CH3:34])[CH:22]=3)=[O:20])[C:11]3[CH:18]=[CH:17][CH:16]=[CH:15][C:12]=3[CH2:13]2)=[CH:7][CH:6]=1)=[O:4], predict the reactants needed to synthesize it. (4) Given the product [F:1][C:2]1[CH:3]=[C:4]2[C:8](=[CH:9][CH:10]=1)[N:7]([S:33]([C:27]1[CH:32]=[CH:31][CH:30]=[CH:29][CH:28]=1)(=[O:35])=[O:34])[CH:6]=[C:5]2[CH2:11][C:12]1[CH2:17][N:16]([C:18]([O:20][C:21]([CH3:24])([CH3:23])[CH3:22])=[O:19])[CH2:15][CH2:14][CH:13]=1, predict the reactants needed to synthesize it. The reactants are: [F:1][C:2]1[CH:3]=[C:4]2[C:8](=[CH:9][CH:10]=1)[NH:7][CH:6]=[C:5]2[CH2:11][C:12]1[CH2:17][N:16]([C:18]([O:20][C:21]([CH3:24])([CH3:23])[CH3:22])=[O:19])[CH2:15][CH2:14][CH:13]=1.[H-].[Na+].[C:27]1([S:33](Cl)(=[O:35])=[O:34])[CH:32]=[CH:31][CH:30]=[CH:29][CH:28]=1. (5) The reactants are: [CH:1]1([CH:4]2[CH2:9][NH:8][C:7](=O)[CH2:6][S:5]2)[CH2:3][CH2:2]1.[H-].[H-].[H-].[H-].[Li+].[Al+3].[O-]S([O-])(=O)=O.[Na+].[Na+]. Given the product [CH:1]1([CH:4]2[S:5][CH2:6][CH2:7][NH:8][CH2:9]2)[CH2:3][CH2:2]1, predict the reactants needed to synthesize it.